This data is from Peptide-MHC class I binding affinity with 185,985 pairs from IEDB/IMGT. The task is: Regression. Given a peptide amino acid sequence and an MHC pseudo amino acid sequence, predict their binding affinity value. This is MHC class I binding data. (1) The peptide sequence is RPYGKFRAM. The MHC is HLA-A03:01 with pseudo-sequence HLA-A03:01. The binding affinity (normalized) is 0.0847. (2) The peptide sequence is QNSRGDKQR. The MHC is HLA-A11:01 with pseudo-sequence HLA-A11:01. The binding affinity (normalized) is 0.120. (3) The MHC is HLA-A33:01 with pseudo-sequence HLA-A33:01. The peptide sequence is KLYERNTAF. The binding affinity (normalized) is 0. (4) The peptide sequence is YVSSSYKDI. The MHC is HLA-A02:02 with pseudo-sequence HLA-A02:02. The binding affinity (normalized) is 0.212. (5) The peptide sequence is TLLGLILFV. The MHC is H-2-Ld with pseudo-sequence H-2-Ld. The binding affinity (normalized) is 0.208. (6) The peptide sequence is YTGDFDSVI. The MHC is Patr-A0901 with pseudo-sequence Patr-A0901. The binding affinity (normalized) is 0.438.